Dataset: Peptide-MHC class I binding affinity with 185,985 pairs from IEDB/IMGT. Task: Regression. Given a peptide amino acid sequence and an MHC pseudo amino acid sequence, predict their binding affinity value. This is MHC class I binding data. (1) The peptide sequence is LPPVVPPLI. The MHC is HLA-A26:01 with pseudo-sequence HLA-A26:01. The binding affinity (normalized) is 0.0847. (2) The peptide sequence is IMETIDPVYI. The MHC is HLA-A02:06 with pseudo-sequence HLA-A02:06. The binding affinity (normalized) is 0.459. (3) The peptide sequence is NHHPRARSM. The MHC is HLA-A02:03 with pseudo-sequence HLA-A02:03. The binding affinity (normalized) is 0.0847. (4) The peptide sequence is RPFNNILNL. The MHC is HLA-A02:01 with pseudo-sequence HLA-A02:01. The binding affinity (normalized) is 0.0570. (5) The MHC is HLA-B45:06 with pseudo-sequence HLA-B45:06. The peptide sequence is RPRPRTPEW. The binding affinity (normalized) is 0.213.